This data is from Forward reaction prediction with 1.9M reactions from USPTO patents (1976-2016). The task is: Predict the product of the given reaction. (1) Given the reactants [CH3:1][O:2][C:3]1[CH:4]=[C:5]2[C:14](=[CH:15][C:16]=1[O:17][CH3:18])[CH:13]1[CH:8]([CH2:9][CH2:10][CH:11]([O:19][C:20](=[O:22])[CH3:21])[CH2:12]1)[N:7]=[C:6]2[C:23]1[CH:28]=[CH:27][C:26]([C:29]([NH:31][C:32](=[NH:35])SC)=[O:30])=[CH:25][CH:24]=1.[C:36]([N:39]1[CH2:44][CH2:43][NH:42][CH2:41][CH2:40]1)(=[O:38])[CH3:37].C(N(CC)CC)C, predict the reaction product. The product is: [C:36]([N:39]1[CH2:44][CH2:43][N:42]([C:32](=[N:31][C:29]([C:26]2[CH:27]=[CH:28][C:23]([C:6]3[C:5]4[C:14](=[CH:15][C:16]([O:17][CH3:18])=[C:3]([O:2][CH3:1])[CH:4]=4)[CH:13]4[CH:8]([CH2:9][CH2:10][CH:11]([O:19][C:20](=[O:22])[CH3:21])[CH2:12]4)[N:7]=3)=[CH:24][CH:25]=2)=[O:30])[NH2:35])[CH2:41][CH2:40]1)(=[O:38])[CH3:37]. (2) Given the reactants Br[C:2]1[CH:3]=[CH:4][C:5]2[N:6]([C:8]([C:11]3[CH:16]=[CH:15][C:14]([F:17])=[CH:13][CH:12]=3)=[CH:9][N:10]=2)[CH:7]=1.CC1(C)C(C)(C)OB([C:26]2[N:30]([C:31]3[CH:36]=[CH:35][C:34]([C:37]([F:40])([F:39])[F:38])=[CH:33][CH:32]=3)[N:29]=[CH:28][CH:27]=2)O1, predict the reaction product. The product is: [F:17][C:14]1[CH:15]=[CH:16][C:11]([C:8]2[N:6]3[CH:7]=[C:2]([C:26]4[N:30]([C:31]5[CH:32]=[CH:33][C:34]([C:37]([F:38])([F:39])[F:40])=[CH:35][CH:36]=5)[N:29]=[CH:28][CH:27]=4)[CH:3]=[CH:4][C:5]3=[N:10][CH:9]=2)=[CH:12][CH:13]=1. (3) Given the reactants [F:1][C:2]1[CH:7]=[CH:6][C:5]([N:8]2[C:12]([NH:13][C:14](=[O:22])OC3C=CC=CC=3)=[CH:11][C:10]([C:23]([F:26])([F:25])[F:24])=[N:9]2)=[CH:4][CH:3]=1.[CH3:27][O:28][C:29]1[CH:30]=[C:31]2[C:36](=[CH:37][C:38]=1[O:39][CH2:40][CH2:41][O:42][CH3:43])[N:35]=[CH:34][N:33]=[C:32]2[S:44][C:45]1[CH:46]=[C:47]([CH:49]=[CH:50][CH:51]=1)[NH2:48], predict the reaction product. The product is: [F:1][C:2]1[CH:3]=[CH:4][C:5]([N:8]2[C:12]([NH:13][C:14]([NH:48][C:47]3[CH:49]=[CH:50][CH:51]=[C:45]([S:44][C:32]4[C:31]5[C:36](=[CH:37][C:38]([O:39][CH2:40][CH2:41][O:42][CH3:43])=[C:29]([O:28][CH3:27])[CH:30]=5)[N:35]=[CH:34][N:33]=4)[CH:46]=3)=[O:22])=[CH:11][C:10]([C:23]([F:24])([F:25])[F:26])=[N:9]2)=[CH:6][CH:7]=1. (4) Given the reactants [O:1]=[C:2]([C:6]1[CH:11]=[CH:10][CH:9]=[CH:8][CH:7]=1)[CH2:3][C:4]#[N:5].[ClH:12].[CH2:13]([OH:15])[CH3:14], predict the reaction product. The product is: [ClH:12].[O:1]=[C:2]([C:6]1[CH:11]=[CH:10][CH:9]=[CH:8][CH:7]=1)[CH2:3][C:4](=[NH:5])[O:15][CH2:13][CH3:14]. (5) Given the reactants F[C:2]1[C:11]2[CH2:10][NH:9][C:8](=[O:12])[NH:7][C:6]=2[N:5]=[CH:4][CH:3]=1.[OH:13][C:14]1[CH:15]=[CH:16][C:17]2[O:21][C@@H:20]3[C@@H:22]([C:23]([O:25][CH2:26][CH3:27])=[O:24])[C@@H:19]3[C:18]=2[CH:28]=1.Cl.N[C@H]1[C@H]2[C@@H]1OC1C=CC(OC3C=CN=C4C=3CCC(=O)N4)=CC=12.CC(C)([O-])C.[K+], predict the reaction product. The product is: [O:12]=[C:8]1[NH:7][C:6]2[N:5]=[CH:4][CH:3]=[C:2]([O:13][C:14]3[CH:15]=[CH:16][C:17]4[O:21][C@@H:20]5[C@@H:22]([C:23]([O:25][CH2:26][CH3:27])=[O:24])[C@@H:19]5[C:18]=4[CH:28]=3)[C:11]=2[CH2:10][NH:9]1. (6) Given the reactants [F:1][C:2]([F:12])([F:11])[O:3][C:4]1[CH:5]=[C:6]([CH:8]=[CH:9][CH:10]=1)[NH2:7].[ClH:13].[C:14]([C:16]1[CH:29]=[CH:28][C:19]([CH2:20][N:21]2[C:25]([CH:26]=[O:27])=[CH:24][N:23]=[CH:22]2)=[CH:18][C:17]=1[O:30][CH3:31])#[N:15], predict the reaction product. The product is: [ClH:13].[F:1][C:2]([F:11])([F:12])[O:3][C:4]1[CH:5]=[C:6]([N:7]2[CH2:19][CH2:20][NH:21][CH2:25][C:26]2=[O:27])[CH:8]=[CH:9][CH:10]=1.[ClH:13].[ClH:13].[F:1][C:2]([F:11])([F:12])[O:3][C:4]1[CH:5]=[C:6]([N:7]2[CH2:19][CH2:20][N:21]([CH2:26][C:25]3[N:21]([CH2:20][C:19]4[CH:28]=[CH:29][C:16]([C:14]#[N:15])=[C:17]([O:30][CH3:31])[CH:18]=4)[CH:22]=[N:23][CH:24]=3)[CH2:25][C:26]2=[O:27])[CH:8]=[CH:9][CH:10]=1. (7) The product is: [CH3:13][O:14][C:15](=[O:25])[NH:16][C:17]1[CH:22]=[CH:21][C:20]([F:23])=[C:19]([CH:28]=[O:27])[C:18]=1[F:24]. Given the reactants C(NC(C)C)(C)C.C([Li])CCC.[CH3:13][O:14][C:15](=[O:25])[NH:16][C:17]1[CH:22]=[CH:21][C:20]([F:23])=[CH:19][C:18]=1[F:24].Cl.[O:27]1CCC[CH2:28]1, predict the reaction product.